Dataset: Catalyst prediction with 721,799 reactions and 888 catalyst types from USPTO. Task: Predict which catalyst facilitates the given reaction. (1) Reactant: [Cl:1][C:2]1[C:3]([N:11]2[CH:21]=[C:14]3[C:15](Cl)=[N:16][CH:17]=[C:18]([F:19])[C:13]3=[N:12]2)=[C:4]([CH:7]=[C:8]([F:10])[CH:9]=1)[C:5]#[N:6].[CH3:22][C:23]1[N:28]=[CH:27][N:26]=[C:25]([NH2:29])[CH:24]=1.CC1(C)C2C(=C(P(C3C=CC=CC=3)C3C=CC=CC=3)C=CC=2)OC2C(P(C3C=CC=CC=3)C3C=CC=CC=3)=CC=CC1=2.C(=O)([O-])[O-].[Cs+].[Cs+]. Product: [Cl:1][C:2]1[C:3]([N:11]2[CH:21]=[C:14]3[C:15]([NH:29][C:25]4[CH:24]=[C:23]([CH3:22])[N:28]=[CH:27][N:26]=4)=[N:16][CH:17]=[C:18]([F:19])[C:13]3=[N:12]2)=[C:4]([CH:7]=[C:8]([F:10])[CH:9]=1)[C:5]#[N:6]. The catalyst class is: 62. (2) Reactant: Cl[C:2]1[C:7]([N+:8]([O-:10])=[O:9])=[CH:6][CH:5]=[CH:4][N:3]=1.O.[NH2:12][NH2:13].C(OC(C)C)(C)C. Product: [NH:12]([C:2]1[C:7]([N+:8]([O-:10])=[O:9])=[CH:6][CH:5]=[CH:4][N:3]=1)[NH2:13]. The catalyst class is: 8. (3) Reactant: [CH3:1][C:2]1[CH:3]=[N+:4]([O-:9])[CH:5]=[C:6]([CH3:8])[CH:7]=1.C([Mg]Cl)(C)C.[I:15]I.CCOC(C)=O. Product: [I:15][C:3]1[C:2]([CH3:1])=[CH:7][C:6]([CH3:8])=[CH:5][N+:4]=1[O-:9]. The catalyst class is: 1. (4) Reactant: [Br:1][C:2]1[CH:3]=[C:4]([OH:8])[CH:5]=[CH:6][CH:7]=1.C([O-])([O-])=O.[K+].[K+].Br[CH2:16][CH2:17][OH:18]. Product: [Br:1][C:2]1[CH:3]=[C:4]([CH:5]=[CH:6][CH:7]=1)[O:8][CH2:16][CH2:17][OH:18]. The catalyst class is: 21. (5) Reactant: [C:1]([CH:3]1[CH2:8][CH:7]([NH:9]C(=O)C)[CH2:6][CH2:5][O:4]1)#[CH:2].Cl. Product: [C:1]([C@H:3]1[CH2:8][C@@H:7]([NH2:9])[CH2:6][CH2:5][O:4]1)#[CH:2]. The catalyst class is: 12.